The task is: Predict the reaction yield, written as a fraction of the theoretical maximum amount of product (1.0 means a 100% yield; for example, 0.34 means a 34% yield).. This data is from Reaction yield outcomes from USPTO patents with 853,638 reactions. (1) The reactants are [NH2:1][CH:2]1[CH2:5][N:4]([C:6]([C:8]2[CH:9]=[C:10]([CH:23]=[CH:24][C:25]=2[F:26])[CH2:11][C:12]2[C:21]3[C:16](=[CH:17][CH:18]=[CH:19][CH:20]=3)[C:15](=[O:22])[NH:14][N:13]=2)=[O:7])[CH2:3]1.[CH:27]1([CH:30]=O)[CH2:29][CH2:28]1.C(O[BH-](OC(=O)C)OC(=O)C)(=O)C.[Na+]. No catalyst specified. The product is [CH:27]1([CH2:30][NH:1][CH:2]2[CH2:3][N:4]([C:6]([C:8]3[CH:9]=[C:10]([CH:23]=[CH:24][C:25]=3[F:26])[CH2:11][C:12]3[C:21]4[C:16](=[CH:17][CH:18]=[CH:19][CH:20]=4)[C:15](=[O:22])[NH:14][N:13]=3)=[O:7])[CH2:5]2)[CH2:29][CH2:28]1. The yield is 0.660. (2) The reactants are [N:1]1[CH:6]=[CH:5][CH:4]=[C:3]([C:7](O)([C:10]#[CH:11])[C:8]#[CH:9])[CH:2]=1.[NH:13]1[C:21]2[C:16](=[CH:17][CH:18]=[CH:19][C:20]=2[NH:22][S:23]([CH3:26])(=[O:25])=[O:24])[CH:15]=[CH:14]1.FC(F)(F)C(O)=O.C([O-])=O.[NH4+]. The catalyst is ClCCl.[Pd].C(OCC)(=O)C. The product is [CH2:8]([C:7]([C:15]1[C:16]2[C:21](=[C:20]([NH:22][S:23]([CH3:26])(=[O:24])=[O:25])[CH:19]=[CH:18][CH:17]=2)[NH:13][CH:14]=1)([C:3]1[CH:2]=[N:1][CH:6]=[CH:5][CH:4]=1)[CH2:10][CH3:11])[CH3:9]. The yield is 0.290. (3) The reactants are [F:1][C:2]1[CH:7]=[CH:6][CH:5]=[CH:4][C:3]=1[C:8]1[NH:17][C:16](=O)[C:15]2[C:10](=[CH:11][CH:12]=[CH:13][CH:14]=2)[N:9]=1.S(Cl)([Cl:21])=O.CN(C)C=O. The catalyst is C(Cl)(Cl)Cl. The product is [Cl:21][C:16]1[C:15]2[C:10](=[CH:11][CH:12]=[CH:13][CH:14]=2)[N:9]=[C:8]([C:3]2[CH:4]=[CH:5][CH:6]=[CH:7][C:2]=2[F:1])[N:17]=1. The yield is 0.730.